This data is from Full USPTO retrosynthesis dataset with 1.9M reactions from patents (1976-2016). The task is: Predict the reactants needed to synthesize the given product. (1) Given the product [C:1]([N:4]1[C:8]([CH3:9])=[C:7]([CH2:10][C:11]2[CH:16]=[CH:15][C:14]([CH3:17])=[C:13]([F:18])[CH:12]=2)[C:6]([O:19][C@@H:34]2[O:35][C@H:36]([CH2:53][O:54][C:55](=[O:60])[C:56]([CH3:59])([CH3:58])[CH3:57])[C@@H:37]([O:46][C:47](=[O:52])[C:48]([CH3:49])([CH3:50])[CH3:51])[C@H:38]([O:39][C:40](=[O:45])[C:41]([CH3:42])([CH3:43])[CH3:44])[C@H:33]2[O:32][C:26](=[O:31])[C:27]([CH3:30])([CH3:28])[CH3:29])=[N:5]1)(=[O:3])[CH3:2], predict the reactants needed to synthesize it. The reactants are: [C:1]([N:4]1[C:8]([CH3:9])=[C:7]([CH2:10][C:11]2[CH:16]=[CH:15][C:14]([CH3:17])=[C:13]([F:18])[CH:12]=2)[C:6](=[O:19])[NH:5]1)(=[O:3])[CH3:2].C(=O)([O-])[O-].[K+].[K+].[C:26]([O:32][C@@H:33]1[C@@H:38]([O:39][C:40](=[O:45])[C:41]([CH3:44])([CH3:43])[CH3:42])[C@H:37]([O:46][C:47](=[O:52])[C:48]([CH3:51])([CH3:50])[CH3:49])[C@@H:36]([CH2:53][O:54][C:55](=[O:60])[C:56]([CH3:59])([CH3:58])[CH3:57])[O:35][C@@H:34]1Br)(=[O:31])[C:27]([CH3:30])([CH3:29])[CH3:28]. (2) The reactants are: [C:1]([O:23][CH2:24][CH2:25][C:26]([F:38])([F:37])[C:27]([F:36])([F:35])[C:28]([F:34])([F:33])[C:29]([F:32])([F:31])[F:30])(=[O:22])[CH2:2][CH2:3][C:4]([O:6][CH2:7][CH2:8][C:9]([F:21])([F:20])[C:10]([F:19])([F:18])[C:11]([F:17])([F:16])[C:12]([F:15])([F:14])[F:13])=[O:5].CN[N:41]([CH2:44][CH3:45])NC.C(=O)([O-])[O-].[K+].[K+].[C:52](OCC)(=O)C.[C:58](#[N:60])C. Given the product [CH3:52][N:60]([CH2:45][CH2:44][NH:41][CH:2]([CH2:3][C:4]([O:6][CH2:7][CH2:8][C:9]([F:21])([F:20])[C:10]([F:18])([F:19])[C:11]([F:17])([F:16])[C:12]([F:15])([F:14])[F:13])=[O:5])[C:1]([O:23][CH2:24][CH2:25][C:26]([F:37])([F:38])[C:27]([F:35])([F:36])[C:28]([F:33])([F:34])[C:29]([F:32])([F:31])[F:30])=[O:22])[CH3:58], predict the reactants needed to synthesize it. (3) Given the product [NH2:1][C:3]1[C:8]2[C:9](=[O:25])[N:10]([C:15]3[CH:16]=[CH:17][C:18]([O:23][CH3:24])=[C:19]([CH:22]=3)[C:20]#[N:21])[CH2:11][C@@H:12]([CH3:14])[O:13][C:7]=2[N:6]=[CH:5][N:4]=1, predict the reactants needed to synthesize it. The reactants are: [NH3:1].Cl[C:3]1[C:8]2[C:9](=[O:25])[N:10]([C:15]3[CH:16]=[CH:17][C:18]([O:23][CH3:24])=[C:19]([CH:22]=3)[C:20]#[N:21])[CH2:11][C@@H:12]([CH3:14])[O:13][C:7]=2[N:6]=[CH:5][N:4]=1. (4) Given the product [C:16]([O:15][C:12]1[CH:13]=[CH:14][C:9]([CH2:5][C:6]([OH:8])=[O:7])=[CH:10][C:11]=1[O:19][CH2:20][CH3:21])(=[O:18])[CH3:17], predict the reactants needed to synthesize it. The reactants are: C(O[CH:5]([C:9]1[CH:14]=[CH:13][C:12]([O:15][C:16](=[O:18])[CH3:17])=[C:11]([O:19][CH2:20][CH3:21])[CH:10]=1)[C:6]([OH:8])=[O:7])(=O)C.O. (5) Given the product [I:1][C:2]1[N:7]=[N:6][C:5]2[NH:8][C:10]([C:11]3([OH:15])[CH2:14][O:13][CH2:12]3)=[CH:9][C:4]=2[CH:3]=1, predict the reactants needed to synthesize it. The reactants are: [I:1][C:2]1[N:7]=[N:6][C:5]([NH2:8])=[C:4]([C:9]#[C:10][C:11]2([O:15][Si](C)(C)C)[CH2:14][O:13][CH2:12]2)[CH:3]=1.CC([O-])(C)C.[K+]. (6) Given the product [OH:26][CH:24]([C:22]1[CH:21]=[CH:20][C:3]([O:4][CH2:5][C:6]2[C:11]([CH3:12])=[CH:10][CH:9]=[CH:8][C:7]=2[N:13]2[C:17](=[O:18])[N:16]([CH3:19])[N:15]=[N:14]2)=[C:2]([CH3:1])[CH:23]=1)[CH3:25], predict the reactants needed to synthesize it. The reactants are: [CH3:1][C:2]1[CH:23]=[C:22]([C:24](=[O:26])[CH3:25])[CH:21]=[CH:20][C:3]=1[O:4][CH2:5][C:6]1[C:11]([CH3:12])=[CH:10][CH:9]=[CH:8][C:7]=1[N:13]1[C:17](=[O:18])[N:16]([CH3:19])[N:15]=[N:14]1.CO.[BH4-].[Na+]. (7) Given the product [Cl:1][C:2]1[N:7]=[CH:6][C:5]([N:8]2[C:9](=[O:10])[C:11]3[N:12]=[CH:13][N:14]([CH2:26][CH3:27])[C:15]=3[N:16]=[C:17]2[CH2:18][CH:19]([CH3:24])[C:20]([F:23])([F:22])[F:21])=[CH:4][CH:3]=1, predict the reactants needed to synthesize it. The reactants are: [Cl:1][C:2]1[N:7]=[CH:6][C:5]([NH:8][C:9]([C:11]2[N:12]=[CH:13][N:14]([CH2:26][CH3:27])[C:15]=2[NH:16][C:17](=O)[CH2:18][CH:19]([CH3:24])[C:20]([F:23])([F:22])[F:21])=[O:10])=[CH:4][CH:3]=1. (8) Given the product [CH3:11][C:12]1[CH:17]=[CH:16][C:15]([S:18]([NH:1][C:2]2[S:3][C:4]([C:7]([O:9][CH3:10])=[O:8])=[CH:5][N:6]=2)(=[O:20])=[O:19])=[CH:14][CH:13]=1, predict the reactants needed to synthesize it. The reactants are: [NH2:1][C:2]1[S:3][C:4]([C:7]([O:9][CH3:10])=[O:8])=[CH:5][N:6]=1.[CH3:11][C:12]1[CH:17]=[CH:16][C:15]([S:18](Cl)(=[O:20])=[O:19])=[CH:14][CH:13]=1.C(N(C(C)C)CC)(C)C. (9) Given the product [C:13]([O:17][C:18]([N:20]1[CH2:24][CH:23]([O:25][Si:26]([C:29]([CH3:30])([CH3:31])[CH3:32])([CH3:28])[CH3:27])[CH2:22][CH:21]1[CH:33]([C:8]1[C:7]2[C:11](=[CH:12][C:4]([F:3])=[CH:5][CH:6]=2)[NH:10][CH:9]=1)[CH2:34][N+:35]([O-:37])=[O:36])=[O:19])([CH3:16])([CH3:14])[CH3:15], predict the reactants needed to synthesize it. The reactants are: [Na+].[I-].[F:3][C:4]1[CH:12]=[C:11]2[C:7]([CH:8]=[CH:9][NH:10]2)=[CH:6][CH:5]=1.[C:13]([O:17][C:18]([N:20]1[CH2:24][CH:23]([O:25][Si:26]([C:29]([CH3:32])([CH3:31])[CH3:30])([CH3:28])[CH3:27])[CH2:22][CH:21]1[CH:33]=[CH:34][N+:35]([O-:37])=[O:36])=[O:19])([CH3:16])([CH3:15])[CH3:14].